From a dataset of Catalyst prediction with 721,799 reactions and 888 catalyst types from USPTO. Predict which catalyst facilitates the given reaction. (1) Reactant: Cl.CN(C)CCCN=C=NCC.[CH3:13][O:14][C:15]1[CH:16]=[C:17]([CH:31]=[CH:32][C:33]=1[O:34][CH3:35])[C:18]([NH:20][C:21]1[CH:22]=[C:23]([CH:27]=[CH:28][C:29]=1[CH3:30])[C:24]([OH:26])=O)=[O:19].[Cl:36][C:37]1[CH:46]=[CH:45][C:40]([O:41][CH2:42][CH2:43][NH2:44])=[CH:39][CH:38]=1.ON1C2C=CC=CC=2N=N1. Product: [Cl:36][C:37]1[CH:46]=[CH:45][C:40]([O:41][CH2:42][CH2:43][NH:44][C:24](=[O:26])[C:23]2[CH:27]=[CH:28][C:29]([CH3:30])=[C:21]([NH:20][C:18](=[O:19])[C:17]3[CH:31]=[CH:32][C:33]([O:34][CH3:35])=[C:15]([O:14][CH3:13])[CH:16]=3)[CH:22]=2)=[CH:39][CH:38]=1. The catalyst class is: 172. (2) Reactant: [Br:1][C:2]1[CH:3]=[C:4]([OH:12])[C:5]2[C:9]([CH:10]=1)=[N:8][N:7]([CH3:11])[CH:6]=2.O[C@H:14]([C@H:16]1[CH2:20][N:19]([C@H:21]([C:23]2[CH:28]=[CH:27][C:26]([O:29][CH3:30])=[CH:25][CH:24]=2)[CH3:22])[C:18](=[O:31])[CH2:17]1)[CH3:15].C1(P(C2C=CC=CC=2)C2C=CC=CC=2)C=CC=CC=1.N(C(OC(C)(C)C)=O)=NC(OC(C)(C)C)=O. Product: [Br:1][C:2]1[CH:3]=[C:4]([O:12][C@@H:14]([C@H:16]2[CH2:20][N:19]([C@H:21]([C:23]3[CH:24]=[CH:25][C:26]([O:29][CH3:30])=[CH:27][CH:28]=3)[CH3:22])[C:18](=[O:31])[CH2:17]2)[CH3:15])[C:5]2[C:9]([CH:10]=1)=[N:8][N:7]([CH3:11])[CH:6]=2. The catalyst class is: 1. (3) Product: [F:39][C:40]1[CH:45]=[CH:44][C:43]([S:46]([N:9]([CH3:8])[C@@H:10]([CH3:31])[C:11]([NH:13][CH2:14][C:15]2[CH:16]=[C:17]([C:21]3[CH:22]=[CH:23][C:24]([C:27]([F:28])([F:29])[F:30])=[CH:25][CH:26]=3)[CH:18]=[CH:19][CH:20]=2)=[O:12])(=[O:48])=[O:47])=[CH:42][CH:41]=1. The catalyst class is: 2. Reactant: FC(F)(F)C(O)=O.[CH3:8][NH:9][C@@H:10]([CH3:31])[C:11]([NH:13][CH2:14][C:15]1[CH:16]=[C:17]([C:21]2[CH:26]=[CH:25][C:24]([C:27]([F:30])([F:29])[F:28])=[CH:23][CH:22]=2)[CH:18]=[CH:19][CH:20]=1)=[O:12].C(N(CC)CC)C.[F:39][C:40]1[CH:45]=[CH:44][C:43]([S:46](Cl)(=[O:48])=[O:47])=[CH:42][CH:41]=1. (4) Reactant: [CH2:1]([N:8]([CH2:16][CH:17]1[CH2:22][CH2:21][N:20]([C:23](=O)[C:24]([CH3:30])([CH3:29])[C:25]([F:28])([F:27])[F:26])[CH2:19][CH2:18]1)[C:9]1[CH:14]=[CH:13][C:12]([Br:15])=[CH:11][CH:10]=1)[C:2]1[CH:7]=[CH:6][CH:5]=[CH:4][CH:3]=1. Product: [CH2:1]([N:8]([CH2:16][CH:17]1[CH2:22][CH2:21][N:20]([CH2:23][C:24]([CH3:30])([CH3:29])[C:25]([F:28])([F:27])[F:26])[CH2:19][CH2:18]1)[C:9]1[CH:10]=[CH:11][C:12]([Br:15])=[CH:13][CH:14]=1)[C:2]1[CH:3]=[CH:4][CH:5]=[CH:6][CH:7]=1. The catalyst class is: 1. (5) Reactant: [N:1]1([C:6]2[CH:29]=[CH:28][C:9]([CH2:10][N:11]3[CH:19]=[C:18]4[C:13]([N:14]([CH2:23][C:24]([CH3:27])([CH3:26])[CH3:25])[C:15](=[O:22])[N:16]([CH3:21])[C:17]4=[O:20])=[N:12]3)=[CH:8][CH:7]=2)[CH:5]=[N:4][CH:3]=[N:2]1.[CH3:30][S:31]SC.[Li+].C[Si]([N-][Si](C)(C)C)(C)C. Product: [N:1]1([C:6]2[CH:29]=[CH:28][C:9]([CH2:10][N:11]3[C:19]([S:31][CH3:30])=[C:18]4[C:13]([N:14]([CH2:23][C:24]([CH3:26])([CH3:25])[CH3:27])[C:15](=[O:22])[N:16]([CH3:21])[C:17]4=[O:20])=[N:12]3)=[CH:8][CH:7]=2)[CH:5]=[N:4][CH:3]=[N:2]1. The catalyst class is: 168. (6) Reactant: [F:1][C:2]1[C:3]([CH3:18])=[C:4]([C@:8]2([C:14]([O:16][CH3:17])=[O:15])[CH2:12][CH2:11][C@H:10]([OH:13])[CH2:9]2)[CH:5]=[CH:6][CH:7]=1.CC(OI1(OC(C)=O)(OC(C)=O)OC(=O)C2C=CC=CC1=2)=O. Product: [F:1][C:2]1[C:3]([CH3:18])=[C:4]([C@:8]2([C:14]([O:16][CH3:17])=[O:15])[CH2:12][CH2:11][C:10](=[O:13])[CH2:9]2)[CH:5]=[CH:6][CH:7]=1. The catalyst class is: 2. (7) Reactant: [F:1][C:2]1[CH:7]=[CH:6][C:5]([C:8]2(/[CH:14]=[CH:15]/[CH2:16]O)[CH2:13][CH2:12][CH2:11][CH2:10][CH2:9]2)=[CH:4][CH:3]=1.C1(P(C2C=CC=CC=2)C2C=CC=CC=2)C=CC=CC=1.[N:37]([C:44](OCC)=O)=NC(OCC)=O.OC(C)(C)C#N. Product: [F:1][C:2]1[CH:7]=[CH:6][C:5]([C:8]2(/[CH:14]=[CH:15]/[CH2:16][C:44]#[N:37])[CH2:13][CH2:12][CH2:11][CH2:10][CH2:9]2)=[CH:4][CH:3]=1. The catalyst class is: 1.